From a dataset of Catalyst prediction with 721,799 reactions and 888 catalyst types from USPTO. Predict which catalyst facilitates the given reaction. (1) Reactant: Br[C:2]1[C:3]([C:13]([O:15][CH2:16][CH3:17])=[O:14])=[N:4][N:5]([CH:7]2[CH2:12][CH2:11][CH2:10][CH2:9][O:8]2)[CH:6]=1.N1C=CC=N1.CC1(C)OB([C:29]2[CH:34]=[CH:33][N:32]=[C:31]3[NH:35][CH:36]=[CH:37][C:30]=23)OC1(C)C.C([O-])(O)=O.[Na+]. Product: [O:8]1[CH2:9][CH2:10][CH2:11][CH2:12][CH:7]1[N:5]1[CH:6]=[C:2]([C:29]2[CH:34]=[CH:33][N:32]=[C:31]3[NH:35][CH:36]=[CH:37][C:30]=23)[C:3]([C:13]([O:15][CH2:16][CH3:17])=[O:14])=[N:4]1. The catalyst class is: 455. (2) Reactant: [NH2:1][C:2]1[CH:3]=[C:4]2[C:9](=[CH:10][CH:11]=1)[C:8](=[O:12])[N:7]([CH2:13][CH:14]([CH3:16])[CH3:15])[C:6]([CH2:17][NH:18][C:19](=[O:25])[O:20][C:21]([CH3:24])([CH3:23])[CH3:22])=[C:5]2[O:26][CH2:27][CH2:28][CH2:29][CH3:30].CO[CH:33]1[CH2:37][CH2:36][CH:35](OC)O1.O. Product: [CH2:27]([O:26][C:5]1[C:4]2[C:9](=[CH:10][CH:11]=[C:2]([N:1]3[CH:33]=[CH:37][CH:36]=[CH:35]3)[CH:3]=2)[C:8](=[O:12])[N:7]([CH2:13][CH:14]([CH3:16])[CH3:15])[C:6]=1[CH2:17][NH:18][C:19](=[O:25])[O:20][C:21]([CH3:23])([CH3:22])[CH3:24])[CH2:28][CH2:29][CH3:30]. The catalyst class is: 15. (3) Reactant: [C:1]([O:4][C@H:5]1[C@H:11]([O:12][C:13](=[O:15])[CH3:14])[C@@H:10]([O:16][C:17](=[O:19])[CH3:18])[C@:9]2([C:21]3[CH:26]=[CH:25][C:24]([Cl:27])=[C:23]([CH2:28][C:29]4[CH:34]=[CH:33][C:32]([O:35][CH2:36][C:37](=O)[CH3:38])=[CH:31][CH:30]=4)[CH:22]=3)[O:20][C@@:6]1([CH2:40][O:41][C:42](=[O:44])[CH3:43])[CH2:7][O:8]2)(=[O:3])[CH3:2].N1C=CC=CC=1.Cl.[CH3:52][O:53][NH2:54].O. Product: [C:1]([O:4][C@H:5]1[C@H:11]([O:12][C:13](=[O:15])[CH3:14])[C@@H:10]([O:16][C:17](=[O:19])[CH3:18])[C@:9]2([C:21]3[CH:26]=[CH:25][C:24]([Cl:27])=[C:23]([CH2:28][C:29]4[CH:30]=[CH:31][C:32]([O:35][CH2:36][C:37](=[N:54][O:53][CH3:52])[CH3:38])=[CH:33][CH:34]=4)[CH:22]=3)[O:20][C@@:6]1([CH2:40][O:41][C:42](=[O:44])[CH3:43])[CH2:7][O:8]2)(=[O:3])[CH3:2]. The catalyst class is: 8. (4) Reactant: [F:1][C:2]1[C:7]([F:8])=[CH:6][CH:5]=[CH:4][C:3]=1[C:9](=[O:11])[CH3:10].[O:12]=[C:13]([C:19]([O:21][CH2:22][CH3:23])=[O:20])[C:14]([O:16][CH2:17][CH3:18])=[O:15]. Product: [F:1][C:2]1[C:7]([F:8])=[CH:6][CH:5]=[CH:4][C:3]=1[C:9](=[O:11])[CH2:10][C:13]([OH:12])([C:19]([O:21][CH2:22][CH3:23])=[O:20])[C:14]([O:16][CH2:17][CH3:18])=[O:15]. The catalyst class is: 11.